This data is from Catalyst prediction with 721,799 reactions and 888 catalyst types from USPTO. The task is: Predict which catalyst facilitates the given reaction. (1) Reactant: [CH3:1][C:2]1[NH:6][N:5]=[C:4]([NH2:7])[CH:3]=1.CCN(C(C)C)C(C)C.[Cl:17][C:18]1[N:23]=[C:22](Cl)[C:21]([CH:25]=[O:26])=[C:20]([Cl:27])[N:19]=1.O. Product: [Cl:17][C:18]1[N:19]=[C:20]([Cl:27])[C:21]([CH:25]=[O:26])=[C:22]([NH:7][C:4]2[CH:3]=[C:2]([CH3:1])[NH:6][N:5]=2)[N:23]=1. The catalyst class is: 3. (2) Reactant: [F:1][C:2]([F:23])([F:22])[C:3]1[C:4]2[N:5]([CH:19]=[CH:20][N:21]=2)[CH:6]=[C:7]([C:9]2[CH:14]=[CH:13][C:12]([C:15]([F:18])([F:17])[F:16])=[CH:11][CH:10]=2)[CH:8]=1.C([O-])(=O)C.[Na+].[I:29]Cl. Product: [I:29][C:19]1[N:5]2[CH:6]=[C:7]([C:9]3[CH:14]=[CH:13][C:12]([C:15]([F:18])([F:17])[F:16])=[CH:11][CH:10]=3)[CH:8]=[C:3]([C:2]([F:1])([F:22])[F:23])[C:4]2=[N:21][CH:20]=1. The catalyst class is: 15. (3) Reactant: C(N(CC)CC)C.Cl.[CH3:9][NH:10][CH2:11][C:12]1[CH:20]=[CH:19][CH:18]=[C:17]2[C:13]=1[CH2:14][N:15]([CH:22]1[CH2:27][CH2:26][C:25](=[O:28])[NH:24][C:23]1=[O:29])[C:16]2=[O:21].[CH3:30][O:31][C:32]1[CH:33]=[C:34]([N:38]=[C:39]=[O:40])[CH:35]=[CH:36][CH:37]=1. Product: [O:29]=[C:23]1[CH:22]([N:15]2[CH2:14][C:13]3[C:17](=[CH:18][CH:19]=[CH:20][C:12]=3[CH2:11][N:10]([CH3:9])[C:39]([NH:38][C:34]3[CH:35]=[CH:36][CH:37]=[C:32]([O:31][CH3:30])[CH:33]=3)=[O:40])[C:16]2=[O:21])[CH2:27][CH2:26][C:25](=[O:28])[NH:24]1. The catalyst class is: 1. (4) Reactant: S(Cl)(Cl)=O.[C:5]([OH:13])(=O)[C:6]1[CH:11]=[CH:10][CH:9]=[CH:8][CH:7]=1.[CH2:14]([NH:16][CH2:17][CH3:18])[CH3:15]. Product: [CH2:14]([N:16]([CH2:17][CH3:18])[C:5](=[O:13])[C:6]1[CH:7]=[CH:8][CH:9]=[CH:10][CH:11]=1)[CH3:15]. The catalyst class is: 6. (5) Reactant: [O:1]=[S:2]1(=[O:29])[C:8]2[CH:9]=[CH:10][CH:11]=[CH:12][C:7]=2[CH2:6][N:5]([C:13]2[CH:22]=[C:21]([NH:23][CH2:24][C:25]([OH:27])=O)[C:20]3[C:15](=[CH:16][CH:17]=[C:18]([CH3:28])[CH:19]=3)[N:14]=2)[CH2:4][CH2:3]1.[CH3:30][NH2:31]. Product: [O:1]=[S:2]1(=[O:29])[C:8]2[CH:9]=[CH:10][CH:11]=[CH:12][C:7]=2[CH2:6][N:5]([C:13]2[CH:22]=[C:21]([NH:23][CH2:24][C:25]([NH:31][CH3:30])=[O:27])[C:20]3[C:15](=[CH:16][CH:17]=[C:18]([CH3:28])[CH:19]=3)[N:14]=2)[CH2:4][CH2:3]1. The catalyst class is: 8. (6) The catalyst class is: 20. Reactant: [Cl:1][C:2]1[C:10]2[CH:9]([CH2:11][C:12]([O:14]CC)=[O:13])[O:8][B:7]([OH:17])[C:6]=2[CH:5]=[C:4]([OH:18])[CH:3]=1.[OH-].[Li+].Cl. Product: [Cl:1][C:2]1[C:10]2[CH:9]([CH2:11][C:12]([OH:14])=[O:13])[O:8][B:7]([OH:17])[C:6]=2[CH:5]=[C:4]([OH:18])[CH:3]=1. (7) Reactant: I.[NH2:2][C:3]1[C:4]([C:11]([NH:13][C:14](=[NH:17])SC)=[O:12])=[N:5][C:6]([Cl:10])=[C:7]([NH2:9])[N:8]=1.[OH:18][CH2:19][C:20]1[CH:25]=[CH:24][C:23]([CH2:26][CH2:27][CH2:28][CH2:29][NH2:30])=[CH:22][CH:21]=1. Product: [ClH:10].[OH:18][CH2:19][C:20]1[CH:25]=[CH:24][C:23]([CH2:26][CH2:27][CH2:28][CH2:29][NH:30][C:14]([NH:13][C:11]([C:4]2[C:3]([NH2:2])=[N:8][C:7]([NH2:9])=[C:6]([Cl:10])[N:5]=2)=[O:12])=[NH:17])=[CH:22][CH:21]=1. The catalyst class is: 1. (8) Reactant: [Br:1][C:2]1[C:11]2[C:6](=[CH:7][C:8]3[CH:15]=[CH:14][CH:13]=[CH:12][C:9]=3[CH:10]=2)[CH:5]=[N:4][CH:3]=1.C1C=C(Cl)C=C(C(OO)=[O:24])C=1. Product: [Br:1][C:2]1[C:11]2[C:6](=[CH:7][C:8]3[CH:15]=[CH:14][CH:13]=[CH:12][C:9]=3[CH:10]=2)[CH:5]=[N+:4]([O-:24])[CH:3]=1. The catalyst class is: 363. (9) Reactant: ClCCl.[Sn](Cl)(Cl)(Cl)Cl.[CH3:9][C:10]([CH3:14])([OH:13])[C:11]#[N:12].[Br:15][CH2:16][CH2:17]O. Product: [Br:15][CH2:16][CH2:17][O:13][C:10]([CH3:14])([CH3:9])[C:11]#[N:12]. The catalyst class is: 6. (10) Product: [CH2:1]([O:3][C:4]([C:6]1[CH:15]=[CH:14][C:13]2[C:8](=[CH:9][CH:10]=[C:11]([C:44]3[C:52]4[C:47](=[CH:48][CH:49]=[C:50]([C:53]#[N:54])[CH:51]=4)[N:46]([CH:55]4[CH2:60][CH2:59][CH2:58][CH2:57][O:56]4)[N:45]=3)[CH:12]=2)[CH:7]=1)=[O:5])[CH3:2]. Reactant: [CH2:1]([O:3][C:4]([C:6]1[CH:15]=[CH:14][C:13]2[C:8](=[CH:9][CH:10]=[C:11](Br)[CH:12]=2)[CH:7]=1)=[O:5])[CH3:2].B1(B2OC(C)(C)C(C)(C)O2)OC(C)(C)C(C)(C)O1.ClCCl.C([O-])(=O)C.[K+].Br[C:44]1[C:52]2[C:47](=[CH:48][CH:49]=[C:50]([C:53]#[N:54])[CH:51]=2)[N:46]([CH:55]2[CH2:60][CH2:59][CH2:58][CH2:57][O:56]2)[N:45]=1.P([O-])([O-])([O-])=O.[K+].[K+].[K+]. The catalyst class is: 3.